From a dataset of Full USPTO retrosynthesis dataset with 1.9M reactions from patents (1976-2016). Predict the reactants needed to synthesize the given product. (1) Given the product [CH2:5]([O:4][C:2]([N:14]1[CH2:26][C@H:25]2[C@H:17]([CH2:18][C:19]3[C:24]2=[CH:23][C:22]([Br:27])=[CH:21][C:20]=3[CH3:28])[CH2:16][CH2:15]1)=[O:3])[CH3:6], predict the reactants needed to synthesize it. The reactants are: Cl[C:2]([O:4][CH2:5][CH3:6])=[O:3].C([N:14]1[CH2:26][C@H:25]2[C@H:17]([CH2:18][C:19]3[C:24]2=[CH:23][C:22]([Br:27])=[CH:21][C:20]=3[CH3:28])[CH2:16][CH2:15]1)C1C=CC=CC=1. (2) Given the product [C:21]([C:2]1[CH:10]=[CH:9][CH:8]=[C:7]2[C:3]=1[CH:4]=[N:5][N:6]2[CH2:11][CH2:12][C:13]([CH3:20])([CH3:19])[C:14]([O:16][CH2:17][CH3:18])=[O:15])#[N:22], predict the reactants needed to synthesize it. The reactants are: Br[C:2]1[CH:10]=[CH:9][CH:8]=[C:7]2[C:3]=1[CH:4]=[N:5][N:6]2[CH2:11][CH2:12][C:13]([CH3:20])([CH3:19])[C:14]([O:16][CH2:17][CH3:18])=[O:15].[CH3:21][N:22](C=O)C. (3) Given the product [F:7][C:5]1[CH:4]=[C:3]([C:8](=[O:9])[NH:10][C:11]2[CH:12]=[CH:13][CH:14]=[CH:15][CH:16]=2)[N:2]([NH:1][C:26](=[O:27])[C@@H:25]([NH:24][C:22](=[O:23])[O:21][C:17]([CH3:19])([CH3:18])[CH3:20])[CH3:29])[CH:6]=1, predict the reactants needed to synthesize it. The reactants are: [NH2:1][N:2]1[CH:6]=[C:5]([F:7])[CH:4]=[C:3]1[C:8]([NH:10][C:11]1[CH:16]=[CH:15][CH:14]=[CH:13][CH:12]=1)=[O:9].[C:17]([O:21][C:22]([NH:24][C@@H:25]([CH3:29])[C:26](O)=[O:27])=[O:23])([CH3:20])([CH3:19])[CH3:18]. (4) Given the product [F:21][C:22]([F:32])([F:33])[C:23]1[CH:24]=[CH:25][C:26]([NH:29][C:30]([CH:4]2[C:5](=[O:12])[CH:6]3[C:9]([CH3:10])([CH3:11])[C@:2]([CH3:1])([CH2:8][CH2:7]3)[C:3]2=[O:13])=[O:31])=[CH:27][CH:28]=1, predict the reactants needed to synthesize it. The reactants are: [CH3:1][C@@:2]12[C:9]([CH3:11])([CH3:10])[CH:6]([CH2:7][CH2:8]1)[C:5](=[O:12])[CH2:4][C:3]2=[O:13].C(N(CC)CC)C.[F:21][C:22]([F:33])([F:32])[C:23]1[CH:28]=[CH:27][C:26]([N:29]=[C:30]=[O:31])=[CH:25][CH:24]=1. (5) Given the product [CH3:1][O:2][C:3](=[O:21])[CH2:4][C:5]1[CH:10]=[CH:9][CH:8]=[C:7]([O:11][C:12]2[CH:17]=[CH:16][C:15]([Br:18])=[CH:14][C:13]=2[CH2:19][NH:22][C@@H:23]2[C:31]3[C:26](=[CH:27][CH:28]=[CH:29][CH:30]=3)[CH2:25][CH2:24]2)[CH:6]=1, predict the reactants needed to synthesize it. The reactants are: [CH3:1][O:2][C:3](=[O:21])[CH2:4][C:5]1[CH:10]=[CH:9][CH:8]=[C:7]([O:11][C:12]2[CH:17]=[CH:16][C:15]([Br:18])=[CH:14][C:13]=2[CH:19]=O)[CH:6]=1.[NH2:22][C@@H:23]1[C:31]2[C:26](=[CH:27][CH:28]=[CH:29][CH:30]=2)[CH2:25][CH2:24]1. (6) Given the product [Si:28]([O:29][CH2:30][CH:31]1[CH2:36][CH2:35][CH2:34][N:33]([C:2]2[CH:3]=[CH:4][C:5]([F:23])=[C:6]([CH:22]=2)[C:7]([NH:9][C:10]2[C:19]([CH3:20])=[CH:18][C:13]([C:14]([O:16][CH3:17])=[O:15])=[CH:12][C:11]=2[CH3:21])=[O:8])[CH2:32]1)([C:24]([CH3:27])([CH3:26])[CH3:25])([CH3:38])[CH3:37], predict the reactants needed to synthesize it. The reactants are: Br[C:2]1[CH:3]=[CH:4][C:5]([F:23])=[C:6]([CH:22]=1)[C:7]([NH:9][C:10]1[C:19]([CH3:20])=[CH:18][C:13]([C:14]([O:16][CH3:17])=[O:15])=[CH:12][C:11]=1[CH3:21])=[O:8].[C:24]([Si:28]([CH3:38])([CH3:37])[O:29][CH2:30][CH:31]1[CH2:36][CH2:35][CH2:34][NH:33][CH2:32]1)([CH3:27])([CH3:26])[CH3:25].C([O-])([O-])=O.[Cs+].[Cs+].COC1C=CC=C(OC)C=1C1C=CC=CC=1P(C1CCCCC1)C1CCCCC1.